From a dataset of Full USPTO retrosynthesis dataset with 1.9M reactions from patents (1976-2016). Predict the reactants needed to synthesize the given product. (1) Given the product [C:11]([CH2:13][CH2:14][CH2:15][N:16]1[C:20]2[CH:21]=[CH:22][CH:23]=[C:24]([CH3:25])[C:19]=2[N:18]=[C:17]1[CH2:26][O:27][C:28]1[CH:29]=[CH:30][C:31]([Cl:34])=[CH:32][CH:33]=1)([OH:12])=[O:10], predict the reactants needed to synthesize it. The reactants are: O1CCCC1.CO.C([O:10][C:11]([CH2:13][CH2:14][CH2:15][N:16]1[C:20]2[CH:21]=[CH:22][CH:23]=[C:24]([CH3:25])[C:19]=2[N:18]=[C:17]1[CH2:26][O:27][C:28]1[CH:33]=[CH:32][C:31]([Cl:34])=[CH:30][CH:29]=1)=[O:12])C.[OH-].[Li+]. (2) Given the product [CH3:9][C:10]1[CH:15]=[C:14]([NH:16][C:17]2[CH:18]=[CH:19][N:20]=[CH:21][C:22]=2[S:23]([NH:26][C:27]([NH:29][CH:30]([CH3:32])[CH3:31])=[O:28])(=[O:24])=[O:25])[CH:13]=[CH:12][CH:11]=1.[ClH:33], predict the reactants needed to synthesize it. The reactants are: CS(C)=O.CC(C)=O.[CH3:9][C:10]1[CH:15]=[C:14]([NH:16][C:17]2[CH:18]=[CH:19][N:20]=[CH:21][C:22]=2[S:23]([NH:26][C:27]([NH:29][CH:30]([CH3:32])[CH3:31])=[O:28])(=[O:25])=[O:24])[CH:13]=[CH:12][CH:11]=1.[ClH:33]. (3) Given the product [CH3:32][C@H:33]1[CH2:38][N:37]2[N:39]=[CH:40][C:41]([N:42]3[C:46](=[O:47])[CH2:45][CH:44]([NH:48][C:49](=[O:55])[O:50][C:51]([CH3:54])([CH3:53])[CH3:52])[CH2:43]3)=[C:36]2[CH2:35][N:34]1[C:21](=[O:23])[NH:5][C:4]1[CH:3]=[C:2]([F:1])[C:8]([F:9])=[C:7]([F:10])[CH:6]=1, predict the reactants needed to synthesize it. The reactants are: [F:1][C:2]1[CH:3]=[C:4]([CH:6]=[C:7]([F:10])[C:8]=1[F:9])[NH2:5].CCN(C(C)C)C(C)C.Cl[C:21](Cl)([O:23]C(=O)OC(Cl)(Cl)Cl)Cl.[CH3:32][C@H:33]1[CH2:38][N:37]2[N:39]=[CH:40][C:41]([N:42]3[C:46](=[O:47])[CH2:45][CH:44]([NH:48][C:49](=[O:55])[O:50][C:51]([CH3:54])([CH3:53])[CH3:52])[CH2:43]3)=[C:36]2[CH2:35][NH:34]1. (4) Given the product [Cl:28][C:26]1[CH:27]=[C:22]([CH2:21][O:20][C:11]2[C:12]3[C:17](=[CH:16][CH:15]=[CH:14][CH:13]=3)[CH:18]=[CH:19][C:10]=2[C:8]([NH:7][C:4]([CH3:5])([CH3:6])[C:3]([OH:2])=[O:30])=[O:9])[CH:23]=[N:24][C:25]=1[O:33][CH3:32], predict the reactants needed to synthesize it. The reactants are: C[O:2][C:3](=[O:30])[C:4]([NH:7][C:8]([C:10]1[CH:19]=[CH:18][C:17]2[C:12](=[CH:13][CH:14]=[CH:15][CH:16]=2)[C:11]=1[O:20][CH2:21][C:22]1[CH:23]=[N:24][C:25](Cl)=[C:26]([Cl:28])[CH:27]=1)=[O:9])([CH3:6])[CH3:5].Cl.[CH3:32][OH:33]. (5) The reactants are: [CH2:1]([N:4]([CH2:15][CH:16]=[CH2:17])[S:5]([C:8]1[CH:9]=[N:10][CH:11]=[CH:12][C:13]=1Cl)(=[O:7])=[O:6])[CH:2]=[CH2:3].[I-].[Li+].[NH3:20]. Given the product [CH2:1]([N:4]([CH2:15][CH:16]=[CH2:17])[S:5]([C:8]1[CH:9]=[N:10][CH:11]=[CH:12][C:13]=1[NH2:20])(=[O:7])=[O:6])[CH:2]=[CH2:3], predict the reactants needed to synthesize it. (6) Given the product [CH3:44][O:43][C:42]([NH:41][C@@H:3]([CH:2]([CH3:46])[CH3:1])[C:4]([N:5]1[C@H:10]([C:11]2[NH:12][C:13]([C:16]3[CH:17]=[C:18]4[C:27]([C:26]5[CH:25]=[CH:24][C:23]([C:48]6[NH:49][C:50]([CH:53]7[CH2:57][CH2:56][CH2:55][N:54]7[C:58]([O:60][C:61]([CH3:64])([CH3:63])[CH3:62])=[O:59])=[N:51][CH:52]=6)=[CH:22][C:21]=5[CH2:20][CH2:19]4)=[CH:28][CH:29]=3)=[CH:14][N:15]=2)[C@@H:9]2[CH2:39][C@H:6]1[CH2:7][CH2:8]2)=[O:40])=[O:45], predict the reactants needed to synthesize it. The reactants are: [CH3:1][CH:2]([CH3:46])[C@H:3]([NH:41][C:42](=[O:45])[O:43][CH3:44])[C:4](=[O:40])[N:5]1[C@H:10]([C:11]2[NH:12][C:13]([C:16]3[CH:29]=[CH:28][C:27]4[C:26]5[C:21](=[CH:22][C:23](B6OC(C)(C)C(C)(C)O6)=[CH:24][CH:25]=5)[CH2:20][CH2:19][C:18]=4[CH:17]=3)=[CH:14][N:15]=2)[C@@H:9]2[CH2:39][C@H:6]1[CH2:7][CH2:8]2.Br[C:48]1[N:49]=[C:50]([C@@H:53]2[CH2:57][CH2:56][CH2:55][N:54]2[C:58]([O:60][C:61]([CH3:64])([CH3:63])[CH3:62])=[O:59])[NH:51][CH:52]=1.C(=O)([O-])[O-].[K+].[K+].